This data is from Reaction yield outcomes from USPTO patents with 853,638 reactions. The task is: Predict the reaction yield, written as a fraction of the theoretical maximum amount of product (1.0 means a 100% yield; for example, 0.34 means a 34% yield). The product is [Br:1][C:2]1[CH:3]=[C:4]([CH2:17][Br:20])[CH:5]=[CH:6][C:7]=1[O:8][C:9]1[CH:14]=[CH:13][C:12]([F:15])=[CH:11][C:10]=1[F:16]. The yield is 0.930. The catalyst is ClCCl. The reactants are [Br:1][C:2]1[CH:3]=[C:4]([CH2:17]O)[CH:5]=[CH:6][C:7]=1[O:8][C:9]1[CH:14]=[CH:13][C:12]([F:15])=[CH:11][C:10]=1[F:16].P(Br)(Br)[Br:20].C(=O)(O)[O-].[Na+].